This data is from Forward reaction prediction with 1.9M reactions from USPTO patents (1976-2016). The task is: Predict the product of the given reaction. (1) The product is: [CH3:8][CH:9]([O:13][C:14]1[N:22]=[C:21]2[C:17]([N:18]=[C:19]([O:23][CH3:24])[N:20]2[CH2:33][CH:34]2[CH2:39][CH2:38][O:37][CH2:36][CH2:35]2)=[C:16]([NH2:25])[N:15]=1)[CH2:10][CH2:11][CH3:12]. Given the reactants FC(F)(F)C(O)=O.[CH3:8][CH:9]([O:13][C:14]1[N:22]=[C:21]2[C:17]([N:18]=[C:19]([O:23][CH3:24])[NH:20]2)=[C:16]([NH2:25])[N:15]=1)[CH2:10][CH2:11][CH3:12].C(=O)([O-])[O-].[K+].[K+].Br[CH2:33][CH:34]1[CH2:39][CH2:38][O:37][CH2:36][CH2:35]1, predict the reaction product. (2) Given the reactants [CH:1]1([CH:4]([NH:6][CH:7]2[CH2:16][C:15]3[C:14]([C:17]([NH2:19])=[O:18])=[CH:13][CH:12]=[C:11]([F:20])[C:10]=3[O:9][CH2:8]2)[CH3:5])[CH2:3][CH2:2]1.[F:21][C:22]1[CH:23]=[C:24]2[C:28](=[CH:29][CH:30]=1)[NH:27][CH:26]=[C:25]2[CH2:31][CH2:32][CH:33]=O.C(O)(=O)C.C([BH3-])#N.[Na+], predict the reaction product. The product is: [CH:1]1([CH:4]([N:6]([CH2:33][CH2:32][CH2:31][C:25]2[C:24]3[C:28](=[CH:29][CH:30]=[C:22]([F:21])[CH:23]=3)[NH:27][CH:26]=2)[CH:7]2[CH2:16][C:15]3[C:14]([C:17]([NH2:19])=[O:18])=[CH:13][CH:12]=[C:11]([F:20])[C:10]=3[O:9][CH2:8]2)[CH3:5])[CH2:3][CH2:2]1. (3) Given the reactants CN(C(ON1N=NC2C=CC=CC1=2)=[N+](C)C)C.F[P-](F)(F)(F)(F)F.[ClH:25].Cl.[CH3:27][C@H:28]1[C:36]2[C:35]([N:37]3[CH2:42][CH2:41][NH:40][CH2:39][CH2:38]3)=[N:34][CH:33]=[N:32][C:31]=2[C@H:30]([OH:43])[CH2:29]1.C(OC([N:51]([CH:65]([CH3:67])[CH3:66])[CH2:52][C:53]([C:58]1[CH:63]=[CH:62][C:61]([Cl:64])=[CH:60][CH:59]=1)([OH:57])[C:54](O)=[O:55])=O)(C)(C)C, predict the reaction product. The product is: [Cl:64][C:61]1[CH:60]=[CH:59][C:58]([C:53]([OH:57])([CH2:52][NH:51][CH:65]([CH3:66])[CH3:67])[C:54]([N:40]2[CH2:39][CH2:38][N:37]([C:35]3[C:36]4[C@H:28]([CH3:27])[CH2:29][C@@H:30]([OH:43])[C:31]=4[N:32]=[CH:33][N:34]=3)[CH2:42][CH2:41]2)=[O:55])=[CH:63][CH:62]=1.[ClH:25]. (4) The product is: [C:2](=[O:1])([O:14][C:10]1[CH:11]=[CH:12][CH:13]=[C:8]([N+:5]([O-:7])=[O:6])[CH:9]=1)[NH2:3]. Given the reactants [O-:1][C:2]#[N:3].[K+].[N+:5]([C:8]1[CH:9]=[C:10]([OH:14])[CH:11]=[CH:12][CH:13]=1)([O-:7])=[O:6].FC(F)(F)C(O)=O, predict the reaction product. (5) Given the reactants [C:1]([Si:5]([O:8][CH:9]1[CH2:14][CH2:13][CH:12]=[CH:11][CH2:10]1)([CH3:7])[CH3:6])([CH3:4])([CH3:3])[CH3:2].[N+](=[CH:17][C:18]([O:20][CH2:21][CH3:22])=[O:19])=[N-], predict the reaction product. The product is: [Si:5]([O:8][CH:9]1[CH2:14][CH2:13][CH:12]2[CH:11]([CH:17]2[C:18]([O:20][CH2:21][CH3:22])=[O:19])[CH2:10]1)([C:1]([CH3:4])([CH3:2])[CH3:3])([CH3:7])[CH3:6]. (6) Given the reactants [N:1]1([CH2:7][CH2:8][NH2:9])[CH2:6][CH2:5][CH2:4][CH2:3][CH2:2]1.Br[C:11]1[CH:12]=[C:13]2[C:22](=[C:23]3[C:28]=1[CH:27]=[CH:26][CH:25]=[N:24]3)[NH:21][S:20](=[O:30])(=[O:29])[C:19]1[C:14]2=[CH:15][CH:16]=[CH:17][CH:18]=1.C1CCN2C(=NCCC2)CC1.C1C[O:45][CH2:44]C1, predict the reaction product. The product is: [N:1]1([CH2:7][CH2:8][NH:9][C:44]([C:11]2[CH:12]=[C:13]3[C:22](=[C:23]4[C:28]=2[CH:27]=[CH:26][CH:25]=[N:24]4)[NH:21][S:20](=[O:30])(=[O:29])[C:19]2[C:14]3=[CH:15][CH:16]=[CH:17][CH:18]=2)=[O:45])[CH2:6][CH2:5][CH2:4][CH2:3][CH2:2]1. (7) Given the reactants [CH3:1][O:2]/[N:3]=[C:4](/[C:15]1[CH:20]=[CH:19][CH:18]=[CH:17][CH:16]=1)\[CH2:5][O:6][C:7]1[CH:12]=[CH:11][C:10]([CH2:13][OH:14])=[CH:9][CH:8]=1.[C:21]([CH:23]([C:35]1[CH:40]=[CH:39][C:38](O)=[CH:37][CH:36]=1)[CH2:24][C:25]([O:27]CC1C=CC=CC=1)=[O:26])#[N:22], predict the reaction product. The product is: [C:21]([CH:23]([C:35]1[CH:40]=[CH:39][C:38]([O:14][CH2:13][C:10]2[CH:11]=[CH:12][C:7]([O:6][CH2:5]/[C:4](=[N:3]\[O:2][CH3:1])/[C:15]3[CH:20]=[CH:19][CH:18]=[CH:17][CH:16]=3)=[CH:8][CH:9]=2)=[CH:37][CH:36]=1)[CH2:24][C:25]([OH:27])=[O:26])#[N:22]. (8) Given the reactants [NH2:1][C:2]1[CH:10]=[CH:9][C:8]([Br:11])=[CH:7][C:3]=1[C:4]([OH:6])=[O:5].[C:12](Cl)(=O)[C:13]1[CH:18]=[CH:17][CH:16]=[CH:15][CH:14]=1, predict the reaction product. The product is: [Br:11][C:8]1[CH:9]=[CH:10][C:2]2[N:1]=[C:12]([C:13]3[CH:18]=[CH:17][CH:16]=[CH:15][CH:14]=3)[O:5][C:4](=[O:6])[C:3]=2[CH:7]=1. (9) Given the reactants [NH2:1][C:2]1[CH:18]=[CH:17][C:5]([O:6][C:7]2[CH:12]=[CH:11][N:10]=[C:9]([NH2:13])[C:8]=2[N+:14]([O-:16])=[O:15])=[CH:4][C:3]=1[Cl:19].[Cl:20][C:21]1[CH:26]=[CH:25][C:24]([N:27]=[C:28]=[O:29])=[CH:23][C:22]=1[C:30]([F:33])([F:32])[F:31], predict the reaction product. The product is: [NH2:13][C:9]1[C:8]([N+:14]([O-:16])=[O:15])=[C:7]([O:6][C:5]2[CH:17]=[CH:18][C:2]([NH:1][C:28]([NH:27][C:24]3[CH:25]=[CH:26][C:21]([Cl:20])=[C:22]([C:30]([F:32])([F:31])[F:33])[CH:23]=3)=[O:29])=[C:3]([Cl:19])[CH:4]=2)[CH:12]=[CH:11][N:10]=1. (10) Given the reactants C[O:2][C:3]([C:5]1[C:9]([NH:10][C:11](=[O:26])[CH2:12][O:13][C:14]2[CH:19]=[CH:18][C:17]([C:20]3[N:25]=[CH:24][CH:23]=[CH:22][N:21]=3)=[CH:16][CH:15]=2)=[CH:8][S:7][CH:6]=1)=[O:4].C1COCC1.O.[OH-].[Li+], predict the reaction product. The product is: [N:21]1[CH:22]=[CH:23][CH:24]=[N:25][C:20]=1[C:17]1[CH:18]=[CH:19][C:14]([O:13][CH2:12][C:11]([NH:10][C:9]2[C:5]([C:3]([OH:4])=[O:2])=[CH:6][S:7][CH:8]=2)=[O:26])=[CH:15][CH:16]=1.